This data is from Forward reaction prediction with 1.9M reactions from USPTO patents (1976-2016). The task is: Predict the product of the given reaction. (1) Given the reactants [C:1](/[CH:3]=[CH:4]/[S:5]([C:8]1[CH:13]=[CH:12][C:11]([C:14]([CH3:19])([CH3:18])[C:15]([OH:17])=O)=[CH:10][CH:9]=1)(=[O:7])=[O:6])#[N:2].[CH2:20]([NH2:23])[C:21]#[CH:22].Cl.CN(C)CCCN=C=NCC.ON1C2C=CC=CC=2N=N1, predict the reaction product. The product is: [C:1](/[CH:3]=[CH:4]/[S:5]([C:8]1[CH:9]=[CH:10][C:11]([C:14]([CH3:19])([CH3:18])[C:15]([NH:23][CH2:20][C:21]#[CH:22])=[O:17])=[CH:12][CH:13]=1)(=[O:6])=[O:7])#[N:2]. (2) Given the reactants Cl[CH2:2][C@H:3]([OH:10])[CH2:4][C:5]([O:7]CC)=[O:6].[CH3:11][N:12]([CH3:14])[CH3:13].[OH-].[Na+], predict the reaction product. The product is: [OH:10][C@H:3]([CH2:4][C:5](=[O:6])[O-:7])[CH2:2][N+:12]([CH3:14])([CH3:13])[CH3:11]. (3) Given the reactants [Br:1][C:2]1[CH:17]=[CH:16][C:5]2[CH2:6][CH2:7][CH2:8][CH:9]([C:12]([O:14][CH3:15])=[O:13])[CH:10](O)[C:4]=2[CH:3]=1.O.C1(C)C=CC(S(O)(=O)=O)=CC=1, predict the reaction product. The product is: [Br:1][C:2]1[CH:17]=[CH:16][C:5]2[CH2:6][CH2:7][CH2:8][C:9]([C:12]([O:14][CH3:15])=[O:13])=[CH:10][C:4]=2[CH:3]=1. (4) Given the reactants C[O:2][C:3](=[O:30])[CH2:4][CH2:5][C:6]1[CH:14]=[CH:13][C:12]([O:15][CH2:16][CH2:17][C:18]2[N:19]=[C:20]([C:24]3[CH:29]=[CH:28][CH:27]=[CH:26][CH:25]=3)[O:21][C:22]=2[CH3:23])=[C:11]2[C:7]=1[CH2:8][NH:9][CH2:10]2.[CH2:31]([O:35][C:36]1[CH:41]=[CH:40][C:39]([S:42](Cl)(=[O:44])=[O:43])=[CH:38][CH:37]=1)[CH2:32][CH2:33][CH3:34], predict the reaction product. The product is: [CH2:31]([O:35][C:36]1[CH:41]=[CH:40][C:39]([S:42]([N:9]2[CH2:8][C:7]3[C:11](=[C:12]([O:15][CH2:16][CH2:17][C:18]4[N:19]=[C:20]([C:24]5[CH:29]=[CH:28][CH:27]=[CH:26][CH:25]=5)[O:21][C:22]=4[CH3:23])[CH:13]=[CH:14][C:6]=3[CH2:5][CH2:4][C:3]([OH:2])=[O:30])[CH2:10]2)(=[O:44])=[O:43])=[CH:38][CH:37]=1)[CH2:32][CH2:33][CH3:34]. (5) Given the reactants [NH2:1][C:2]1[CH:3]=[C:4]([C:9]([N:11]2[CH2:16][CH2:15][C@H:14]([C:17]3[CH:22]=[CH:21][C:20](Br)=[CH:19][CH:18]=3)[C@@H:13]([CH3:24])[CH2:12]2)=[O:10])[CH:5]=[CH:6][C:7]=1[CH3:8].C([O-])([O-])=O.[Na+].[Na+].[CH3:31][N:32]1[C:36](B2OC(C)(C)C(C)(C)O2)=[CH:35][CH:34]=[N:33]1.O, predict the reaction product. The product is: [NH2:1][C:2]1[CH:3]=[C:4]([C:9]([N:11]2[CH2:16][CH2:15][C@H:14]([C:17]3[CH:22]=[CH:21][C:20]([C:36]4[N:32]([CH3:31])[N:33]=[CH:34][CH:35]=4)=[CH:19][CH:18]=3)[C@@H:13]([CH3:24])[CH2:12]2)=[O:10])[CH:5]=[CH:6][C:7]=1[CH3:8].